This data is from Reaction yield outcomes from USPTO patents with 853,638 reactions. The task is: Predict the reaction yield, written as a fraction of the theoretical maximum amount of product (1.0 means a 100% yield; for example, 0.34 means a 34% yield). The catalyst is CN(C)C=O.CN(C)C1C=CN=CC=1. The product is [O:1]1[C:5]2[CH:6]=[CH:7][C:8]([C:10]3[S:11][CH:12]=[C:13]([C:15]([NH:29][C:27]4[NH:26][C:25]5[CH:30]=[CH:31][C:22]([S:19]([CH3:18])(=[O:21])=[O:20])=[CH:23][C:24]=5[N:28]=4)=[O:17])[N:14]=3)=[CH:9][C:4]=2[CH2:3][CH2:2]1. The reactants are [O:1]1[C:5]2[CH:6]=[CH:7][C:8]([C:10]3[S:11][CH:12]=[C:13]([C:15]([OH:17])=O)[N:14]=3)=[CH:9][C:4]=2[CH2:3][CH2:2]1.[CH3:18][S:19]([C:22]1[CH:31]=[CH:30][C:25]2[NH:26][C:27]([NH2:29])=[N:28][C:24]=2[CH:23]=1)(=[O:21])=[O:20].F[P-](F)(F)(F)(F)F.N1(OC(N(C)C)=[N+](C)C)C2C=CC=CC=2N=N1.C(N(CC)C(C)C)(C)C. The yield is 0.510.